From a dataset of Reaction yield outcomes from USPTO patents with 853,638 reactions. Predict the reaction yield, written as a fraction of the theoretical maximum amount of product (1.0 means a 100% yield; for example, 0.34 means a 34% yield). (1) The reactants are F[C:2]1[CH:7]=[CH:6][C:5]([N+:8]([O-:10])=[O:9])=[CH:4][C:3]=1[N:11]1[CH:15]=[CH:14][CH:13]=[C:12]1[CH:16]=[O:17].[BH4-].[Na+]. The catalyst is C(O)C. The product is [N+:8]([C:5]1[CH:6]=[CH:7][C:2]2[O:17][CH2:16][C:12]3[N:11]([CH:15]=[CH:14][CH:13]=3)[C:3]=2[CH:4]=1)([O-:10])=[O:9]. The yield is 0.680. (2) The reactants are O[CH2:2][CH:3]1[N:8]([C:9](=[O:19])[NH:10][C:11]2[CH:16]=[CH:15][CH:14]=[CH:13][C:12]=2[S:17][CH3:18])[CH2:7][CH2:6][N:5]([C:20]([O:22][C:23]([CH3:26])([CH3:25])[CH3:24])=[O:21])[CH2:4]1.C1CCN2C(=NCCC2)CC1.CS(Cl)(=O)=O.O. The catalyst is ClCCl. The product is [CH3:18][S:17][C:12]1[CH:13]=[CH:14][CH:15]=[CH:16][C:11]=1[N:10]1[CH2:2][CH:3]2[CH2:4][N:5]([C:20]([O:22][C:23]([CH3:26])([CH3:24])[CH3:25])=[O:21])[CH2:6][CH2:7][N:8]2[C:9]1=[O:19]. The yield is 0.940. (3) The reactants are [Cl:1][C:2]1[CH:3]=[C:4]([O:13][CH2:14][C:15]2[C:24]([F:25])=[CH:23][C:18]([C:19]([O:21]C)=[O:20])=[C:17]([F:26])[CH:16]=2)[CH:5]=[N:6][C:7]=1[O:8][CH2:9][CH:10]([CH3:12])[CH3:11].[OH-].[Li+]. The catalyst is C1COCC1.O. The product is [Cl:1][C:2]1[CH:3]=[C:4]([O:13][CH2:14][C:15]2[C:24]([F:25])=[CH:23][C:18]([C:19]([OH:21])=[O:20])=[C:17]([F:26])[CH:16]=2)[CH:5]=[N:6][C:7]=1[O:8][CH2:9][CH:10]([CH3:12])[CH3:11]. The yield is 0.590. (4) The reactants are Br[C:2]1[C:3]([C:8]([F:11])([F:10])[F:9])=[N:4][CH:5]=[CH:6][CH:7]=1.[B:12]1([B:12]2[O:16][C:15]([CH3:18])([CH3:17])[C:14]([CH3:20])([CH3:19])[O:13]2)[O:16][C:15]([CH3:18])([CH3:17])[C:14]([CH3:20])([CH3:19])[O:13]1.C([O-])(=O)C.[K+]. The catalyst is O1CCOCC1.C1C=CC(P(C2C=CC=CC=2)[C-]2C=CC=C2)=CC=1.C1C=CC(P(C2C=CC=CC=2)[C-]2C=CC=C2)=CC=1.Cl[Pd]Cl.[Fe+2]. The product is [CH3:19][C:14]1([CH3:20])[C:15]([CH3:18])([CH3:17])[O:16][B:12]([C:2]2[C:3]([C:8]([F:11])([F:10])[F:9])=[N:4][CH:5]=[CH:6][CH:7]=2)[O:13]1. The yield is 0.670. (5) The reactants are [C:1]1([S:7]([CH:10]([CH:13]2[CH2:18][CH2:17][CH2:16][C:15](=[O:19])[CH2:14]2)[C:11]#[N:12])(=[O:9])=[O:8])[CH:6]=[CH:5][CH:4]=[CH:3][CH:2]=1.[H-].[Na+].[CH3:22]I. The catalyst is CN(C=O)C. The product is [C:1]1([S:7]([C:10]([CH:13]2[CH2:18][CH2:17][CH2:16][C:15](=[O:19])[CH2:14]2)([CH3:22])[C:11]#[N:12])(=[O:9])=[O:8])[CH:2]=[CH:3][CH:4]=[CH:5][CH:6]=1. The yield is 0.980.